Predict the reaction yield, written as a fraction of the theoretical maximum amount of product (1.0 means a 100% yield; for example, 0.34 means a 34% yield). From a dataset of Reaction yield outcomes from USPTO patents with 853,638 reactions. The reactants are [C:1]([C:3]1[CH:8]=[CH:7][CH:6]=[CH:5][C:4]=1B1OC(C)(C)C(C)(C)O1)#[N:2].BrC1C=C(C)C=C(C)[C:20]=1[NH2:21].C(=O)([O-])[O-].[K+].[K+].[C:34]1([CH3:40])[CH:39]=[CH:38][CH:37]=[CH:36][CH:35]=1.CO. The catalyst is C1C=CC([P]([Pd]([P](C2C=CC=CC=2)(C2C=CC=CC=2)C2C=CC=CC=2)([P](C2C=CC=CC=2)(C2C=CC=CC=2)C2C=CC=CC=2)[P](C2C=CC=CC=2)(C2C=CC=CC=2)C2C=CC=CC=2)(C2C=CC=CC=2)C2C=CC=CC=2)=CC=1. The product is [CH3:40][C:34]1[CH:39]=[CH:38][C:37]2[C:4]3[C:3]([CH:1]([NH2:2])[N:21]([CH3:20])[C:36]=2[CH:35]=1)=[CH:8][CH:7]=[CH:6][CH:5]=3. The yield is 0.820.